Dataset: Reaction yield outcomes from USPTO patents with 853,638 reactions. Task: Predict the reaction yield, written as a fraction of the theoretical maximum amount of product (1.0 means a 100% yield; for example, 0.34 means a 34% yield). (1) The reactants are [O:1]([C:8]1[CH:13]=[CH:12][C:11]([C:14]2[C:22]3[C:17](=[N:18][CH:19]=[N:20][C:21]=3[NH2:23])[NH:16][N:15]=2)=[CH:10][CH:9]=1)[C:2]1[CH:7]=[CH:6][CH:5]=[CH:4][CH:3]=1.Br[CH2:25][CH2:26][N:27]1[C:31](=[O:32])[CH2:30][S:29][C:28]1=[O:33].C(=O)([O-])[O-].[Cs+].[Cs+]. The catalyst is CN(C)C=O.C(OCC)(=O)C. The product is [NH2:23][C:21]1[N:20]=[CH:19][N:18]=[C:17]2[N:16]([CH2:25][CH2:26][N:27]3[C:31](=[O:32])[CH2:30][S:29][C:28]3=[O:33])[N:15]=[C:14]([C:11]3[CH:12]=[CH:13][C:8]([O:1][C:2]4[CH:7]=[CH:6][CH:5]=[CH:4][CH:3]=4)=[CH:9][CH:10]=3)[C:22]=12. The yield is 0.420. (2) The reactants are [C:1]([C:3]1[CH:12]=[CH:11][C:6]([C:7]([O:9]C)=[O:8])=[C:5]([CH3:13])[CH:4]=1)#[N:2].[OH-].[Na+]. The catalyst is C(O)C. The product is [C:1]([C:3]1[CH:12]=[CH:11][C:6]([C:7]([OH:9])=[O:8])=[C:5]([CH3:13])[CH:4]=1)#[N:2]. The yield is 1.00. (3) The product is [OH:2][C:3]1[CH:4]=[CH:5][C:6]([CH2:9][C:10]([C:12]2[CH:13]=[CH:14][CH:15]=[CH:16][CH:17]=2)=[O:11])=[CH:7][CH:8]=1. The yield is 0.370. The catalyst is Br. The reactants are C[O:2][C:3]1[CH:8]=[CH:7][C:6]([CH2:9][C:10]([C:12]2[CH:17]=[CH:16][CH:15]=[CH:14][CH:13]=2)=[O:11])=[CH:5][CH:4]=1.[OH-].[K+]. (4) The reactants are [C:1]([O:5][C:6]([N:8]1[CH2:13][CH2:12][CH2:11][C@H:10]([NH:14][C:15]([C:17]2[C:21]([NH:22][C:23]([NH2:25])=[O:24])=[CH:20][N:19]([C:26]3[CH:31]=[CH:30][CH:29]=[C:28]([F:32])[CH:27]=3)[CH:18]=2)=[O:16])[CH2:9]1)=[O:7])([CH3:4])([CH3:3])[CH3:2].N[CH2:34][CH2:35][OH:36].C(OCC)(=O)C. The catalyst is C(Cl)Cl. The product is [C:1]([O:5][C:6]([N:8]1[CH2:13][CH2:12][CH2:11][C@H:10]([NH:14][C:15]([C:17]2[C:21]([NH:22][C:23]([NH:25][CH2:34][CH2:35][OH:36])=[O:24])=[CH:20][N:19]([C:26]3[CH:31]=[CH:30][CH:29]=[C:28]([F:32])[CH:27]=3)[CH:18]=2)=[O:16])[CH2:9]1)=[O:7])([CH3:4])([CH3:2])[CH3:3]. The yield is 0.550.